From a dataset of Catalyst prediction with 721,799 reactions and 888 catalyst types from USPTO. Predict which catalyst facilitates the given reaction. (1) Reactant: [Br:1][C:2]1[S:3][C:4]2[CH:10]=[C:9]([C:11]([OH:13])=[O:12])[CH:8]=[CH:7][C:5]=2[N:6]=1.[CH3:14][Si](C=[N+]=[N-])(C)C. Product: [Br:1][C:2]1[S:3][C:4]2[CH:10]=[C:9]([C:11]([O:13][CH3:14])=[O:12])[CH:8]=[CH:7][C:5]=2[N:6]=1. The catalyst class is: 98. (2) Reactant: CS(Cl)(=O)=O.[CH3:6][O:7][C:8]([C:10]1[C:11]([N:23]([S:32]([C:35]2[CH:40]=[CH:39][C:38]([F:41])=[CH:37][C:36]=2/[CH:42]=[CH:43]\[CH2:44]O)(=[O:34])=[O:33])[CH2:24][O:25][CH2:26][CH2:27][Si:28]([CH3:31])([CH3:30])[CH3:29])=[CH:12][CH:13]=[C:14]2[C:19]=1[O:18][CH2:17][C:16]1[O:20][CH:21]=[CH:22][C:15]2=1)=[O:9].C(N(C(C)C)CC)(C)C.[NH:55]1[CH2:60][CH2:59][O:58][CH2:57][CH2:56]1. Product: [F:41][C:38]1[CH:39]=[CH:40][C:35]([S:32]([N:23]([C:11]2[C:10]([C:8]([O:7][CH3:6])=[O:9])=[C:19]3[C:14]([C:15]4[CH:22]=[CH:21][O:20][C:16]=4[CH2:17][O:18]3)=[CH:13][CH:12]=2)[CH2:24][O:25][CH2:26][CH2:27][Si:28]([CH3:31])([CH3:29])[CH3:30])(=[O:33])=[O:34])=[C:36](/[CH:42]=[CH:43]\[CH2:44][N:55]2[CH2:60][CH2:59][O:58][CH2:57][CH2:56]2)[CH:37]=1. The catalyst class is: 2. (3) The catalyst class is: 9. Product: [I:1][C:2]1[CH:12]=[N:11][C:5]2[NH:6][CH2:7][C:8](=[O:10])[N:9]([CH2:29][O:30][CH2:31][CH2:32][Si:33]([CH3:36])([CH3:35])[CH3:34])[C:4]=2[CH:3]=1. Reactant: [I:1][C:2]1[CH:12]=[N:11][C:5]2[NH:6][CH2:7][C:8](=[O:10])[NH:9][C:4]=2[CH:3]=1.C[Si](C)(C)[N-][Si](C)(C)C.[K+].O1CCCC1.Cl[CH2:29][O:30][CH2:31][CH2:32][Si:33]([CH3:36])([CH3:35])[CH3:34].O.